This data is from Full USPTO retrosynthesis dataset with 1.9M reactions from patents (1976-2016). The task is: Predict the reactants needed to synthesize the given product. (1) Given the product [ClH:40].[ClH:40].[Cl:40][C:41]1[CH:42]=[C:43]([CH:46]=[CH:47][C:48]=1[Cl:49])[CH:44]=[CH:9][C:10]1=[N:16][CH2:15][CH2:14][N:13]([CH3:17])[C:12]2[CH:18]=[C:19]([CH:23]=[CH2:24])[CH:20]=[CH:21][C:11]1=2, predict the reactants needed to synthesize it. The reactants are: C(OP([CH:9]=[C:10]1[NH:16][CH2:15][CH2:14][N:13]([CH3:17])[C:12]2[CH:18]=[C:19](Br)[CH:20]=[CH:21][C:11]1=2)(=O)OCC)C.[CH:23]([Sn](CCCC)(CCCC)CCCC)=[CH2:24].[H-].[Na+].[Cl:40][C:41]1[CH:42]=[C:43]([CH:46]=[CH:47][C:48]=1[Cl:49])[CH:44]=O. (2) Given the product [NH2:1][C:2]1[C:10]2[C:9]([C:11]3[CH:16]=[CH:15][CH:14]=[C:13]([CH3:17])[N:12]=3)=[N:8][C:7]([S:18][CH3:19])=[N:6][C:5]=2[S:4][C:3]=1[C:20]([OH:22])=[O:21], predict the reactants needed to synthesize it. The reactants are: [NH2:1][C:2]1[C:10]2[C:9]([C:11]3[CH:16]=[CH:15][CH:14]=[C:13]([CH3:17])[N:12]=3)=[N:8][C:7]([S:18][CH3:19])=[N:6][C:5]=2[S:4][C:3]=1[C:20]([O:22]CC)=[O:21].[OH-].[Li+]. (3) Given the product [Br:1][C:2]1[CH:3]=[N:4][CH:5]=[C:6]([CH:11]=1)[C:7]([NH:13][NH2:14])=[O:8], predict the reactants needed to synthesize it. The reactants are: [Br:1][C:2]1[CH:3]=[N:4][CH:5]=[C:6]([CH:11]=1)[C:7](OC)=[O:8].O.[NH2:13][NH2:14]. (4) Given the product [CH3:25][N:24]([CH2:26][C:27]1[CH:28]=[C:29]([NH:30][C:20]([C:17]2[CH:18]=[CH:19][C:14]([C:3]3[CH:4]=[C:5]([C:8]4[O:9][C:10]([CH3:13])=[N:11][N:12]=4)[CH:6]=[CH:7][C:2]=3[CH3:1])=[CH:15][CH:16]=2)=[O:21])[CH:31]=[CH:32][C:33]=1[O:34][CH3:35])[CH3:23], predict the reactants needed to synthesize it. The reactants are: [CH3:1][C:2]1[CH:7]=[CH:6][C:5]([C:8]2[O:9][C:10]([CH3:13])=[N:11][N:12]=2)=[CH:4][C:3]=1[C:14]1[CH:19]=[CH:18][C:17]([C:20](Cl)=[O:21])=[CH:16][CH:15]=1.[CH3:23][N:24]([CH2:26][C:27]1[CH:28]=[C:29]([CH:31]=[CH:32][C:33]=1[O:34][CH3:35])[NH2:30])[CH3:25]. (5) Given the product [F:1][C:2]1[CH:13]=[CH:12][CH:11]=[C:10]([O:14][CH2:21][C:20]2[CH:23]=[CH:24][C:17]([O:16][CH3:15])=[CH:18][CH:19]=2)[C:3]=1[C:4]([N:6]([O:8][CH3:9])[CH3:7])=[O:5], predict the reactants needed to synthesize it. The reactants are: [F:1][C:2]1[CH:13]=[CH:12][CH:11]=[C:10]([OH:14])[C:3]=1[C:4]([N:6]([O:8][CH3:9])[CH3:7])=[O:5].[CH3:15][O:16][C:17]1[CH:24]=[CH:23][C:20]([CH2:21]Cl)=[CH:19][CH:18]=1.C(=O)([O-])[O-].[K+].[K+].[I-].[K+]. (6) Given the product [C:1]([C:5]1[CH:23]=[C:8]2[N:9]=[C:10]([CH3:22])[C:11]([CH:14]([CH2:19][CH2:20][CH3:21])[C:15]([O:17][CH3:18])=[O:16])=[C:12]([C:30]3[CH:29]=[C:28]4[C:33](=[CH:32][CH:31]=3)[N:25]([CH3:24])[CH2:26][CH2:27]4)[N:7]2[N:6]=1)([CH3:4])([CH3:3])[CH3:2], predict the reactants needed to synthesize it. The reactants are: [C:1]([C:5]1[CH:23]=[C:8]2[N:9]=[C:10]([CH3:22])[C:11]([CH:14]([CH2:19][CH2:20][CH3:21])[C:15]([O:17][CH3:18])=[O:16])=[C:12](Cl)[N:7]2[N:6]=1)([CH3:4])([CH3:3])[CH3:2].[CH3:24][N:25]1[C:33]2[C:28](=[CH:29][C:30](B3OC(C)(C)C(C)(C)O3)=[CH:31][CH:32]=2)[CH2:27][CH2:26]1.C(N(C(C)C)CC)(C)C. (7) Given the product [O:10]1[C:11]2[CH:16]=[CH:15][CH:14]=[CH:13][C:12]=2[C:8]([N:2]2[CH2:7][CH2:6][N:5]([CH2:18][CH2:19][C:20]3[CH:21]=[C:22]4[C:27](=[CH:28][CH:29]=3)[NH:26][C:25](=[O:30])[CH2:24][C:23]4([CH3:31])[CH3:32])[CH2:4][CH2:3]2)=[N:9]1, predict the reactants needed to synthesize it. The reactants are: Cl.[N:2]1([C:8]2[C:12]3[CH:13]=[CH:14][CH:15]=[CH:16][C:11]=3[O:10][N:9]=2)[CH2:7][CH2:6][NH:5][CH2:4][CH2:3]1.Cl[CH2:18][CH2:19][C:20]1[CH:21]=[C:22]2[C:27](=[CH:28][CH:29]=1)[NH:26][C:25](=[O:30])[CH2:24][C:23]2([CH3:32])[CH3:31]. (8) The reactants are: [CH3:1][O:2][C:3]1[C:12]2[C:7](=[CH:8][CH:9]=[CH:10][CH:11]=2)[CH:6]=[C:5]([CH2:13]O)[CH:4]=1.C(N(CC)CC)C.CS([Cl:26])(=O)=O. Given the product [Cl:26][CH2:13][C:5]1[CH:4]=[C:3]([O:2][CH3:1])[C:12]2[C:7]([CH:6]=1)=[CH:8][CH:9]=[CH:10][CH:11]=2, predict the reactants needed to synthesize it. (9) Given the product [Cl:1][C:2]1[C:3]([CH:18]([S:27]([C:30]2[CH:31]=[CH:32][C:33]([Cl:36])=[CH:34][CH:35]=2)(=[O:28])=[O:29])[C:19]2[CH:24]=[C:23]([F:25])[CH:22]=[CH:21][C:20]=2[F:26])=[CH:4][C:5]([NH:8][CH2:9][CH2:10][N:11]2[CH2:16][CH2:15][O:14][CH2:13][CH2:12]2)=[N:6][CH:7]=1, predict the reactants needed to synthesize it. The reactants are: [Cl:1][C:2]1[C:3]([CH:18]([S:27]([C:30]2[CH:35]=[CH:34][C:33]([Cl:36])=[CH:32][CH:31]=2)(=[O:29])=[O:28])[C:19]2[CH:24]=[C:23]([F:25])[CH:22]=[CH:21][C:20]=2[F:26])=[CH:4][C:5]([NH:8][CH2:9][CH2:10][N+:11]2([O-])[CH2:16][CH2:15][O:14][CH2:13][CH2:12]2)=[N:6][CH:7]=1.C(=O)([O-])[O-].[K+].[K+]. (10) Given the product [C:1]([O:5][C:6]12[CH2:15][CH:10]3[CH2:11][CH:12]([CH2:14][C:8]([O:16][CH2:33][C:29]4([CH2:27][CH3:28])[CH2:32][O:31][CH2:30]4)([CH2:9]3)[CH2:7]1)[CH2:13]2)(=[O:4])[CH:2]=[CH2:3], predict the reactants needed to synthesize it. The reactants are: [C:1]([O:5][C:6]12[CH2:15][CH:10]3[CH2:11][CH:12]([CH2:14][C:8]([O:16]S(C)(=O)=O)([CH2:9]3)[CH2:7]1)[CH2:13]2)(=[O:4])[CH:2]=[CH2:3].N1C=CC=CC=1.[CH2:27]([C:29]1([CH2:33]O)[CH2:32][O:31][CH2:30]1)[CH3:28].